This data is from Peptide-MHC class II binding affinity with 134,281 pairs from IEDB. The task is: Regression. Given a peptide amino acid sequence and an MHC pseudo amino acid sequence, predict their binding affinity value. This is MHC class II binding data. The peptide sequence is VFYAGDRALEEPHAE. The MHC is HLA-DPA10301-DPB10402 with pseudo-sequence HLA-DPA10301-DPB10402. The binding affinity (normalized) is 0.743.